Dataset: Reaction yield outcomes from USPTO patents with 853,638 reactions. Task: Predict the reaction yield, written as a fraction of the theoretical maximum amount of product (1.0 means a 100% yield; for example, 0.34 means a 34% yield). (1) The reactants are [Cl:1][C:2]1[C:10]([C:11]([C:14]#[N:15])([CH3:13])[CH3:12])=[CH:9][CH:8]=[CH:7][C:3]=1[C:4]([OH:6])=O.CN(C)C=O.[NH2:21][C:22]1[C:23]([F:43])=[CH:24][C:25]([Cl:42])=[C:26]([CH:41]=1)[O:27][C:28]1[N:33]=[C:32]2[S:34][C:35]([NH:37][C:38](=[O:40])[CH3:39])=[N:36][C:31]2=[CH:30][CH:29]=1.O. The catalyst is C(Cl)(=O)C(Cl)=O.CN(C)C(=O)C. The product is [C:38]([NH:37][C:35]1[S:34][C:32]2[C:31]([N:36]=1)=[CH:30][CH:29]=[C:28]([O:27][C:26]1[C:25]([Cl:42])=[CH:24][C:23]([F:43])=[C:22]([NH:21][C:4](=[O:6])[C:3]3[CH:7]=[CH:8][CH:9]=[C:10]([C:11]([C:14]#[N:15])([CH3:13])[CH3:12])[C:2]=3[Cl:1])[CH:41]=1)[N:33]=2)(=[O:40])[CH3:39]. The yield is 0.220. (2) The reactants are [Cl:1][C:2]1[CH:3]=[C:4]([N+:19]([O-])=O)[C:5]([O:8][C:9]2[CH:18]=[CH:17][CH:16]=[CH:15][C:10]=2[C:11]([O:13][CH3:14])=[O:12])=[N:6][CH:7]=1.C([O-])=O.[NH4+]. The catalyst is C(Cl)Cl.[Pt]. The product is [NH2:19][C:4]1[C:5]([O:8][C:9]2[CH:18]=[CH:17][CH:16]=[CH:15][C:10]=2[C:11]([O:13][CH3:14])=[O:12])=[N:6][CH:7]=[C:2]([Cl:1])[CH:3]=1. The yield is 0.970. (3) The reactants are I[C:2]1[N:7]=[C:6]([NH:8][C:9](=[O:15])[O:10][C:11]([CH3:14])([CH3:13])[CH3:12])[CH:5]=[CH:4][CH:3]=1.C(N(CC)CC)C.[C:23]([C:25]1[CH:26]=[C:27]([CH:29]=[CH:30][CH:31]=1)[NH2:28])#[CH:24]. The catalyst is O1CCCC1.[Cu]I.Cl[Pd](Cl)([P](C1C=CC=CC=1)(C1C=CC=CC=1)C1C=CC=CC=1)[P](C1C=CC=CC=1)(C1C=CC=CC=1)C1C=CC=CC=1. The product is [NH2:28][C:27]1[CH:26]=[C:25]([C:23]#[C:24][C:2]2[N:7]=[C:6]([NH:8][C:9](=[O:15])[O:10][C:11]([CH3:14])([CH3:13])[CH3:12])[CH:5]=[CH:4][CH:3]=2)[CH:31]=[CH:30][CH:29]=1. The yield is 0.890. (4) The reactants are F[C:2]1[C:7]([C:8]2[N:13]=[C:12]([CH3:14])[N:11]=[C:10]([NH2:15])[N:9]=2)=[CH:6][C:5]([O:16][CH3:17])=[CH:4][N:3]=1.[NH2:18][C:19]1[CH:20]=[C:21]([NH:26][S:27]([CH3:30])(=[O:29])=[O:28])[C:22]([Cl:25])=[N:23][CH:24]=1.C[Si]([N-][Si](C)(C)C)(C)C.[Na+].[NH4+].[Cl-]. The catalyst is CN(C=O)C. The product is [NH2:15][C:10]1[N:11]=[C:12]([CH3:14])[N:13]=[C:8]([C:7]2[C:2]([NH:18][C:19]3[CH:20]=[C:21]([NH:26][S:27]([CH3:30])(=[O:29])=[O:28])[C:22]([Cl:25])=[N:23][CH:24]=3)=[N:3][CH:4]=[C:5]([O:16][CH3:17])[CH:6]=2)[N:9]=1. The yield is 0.140.